Dataset: Forward reaction prediction with 1.9M reactions from USPTO patents (1976-2016). Task: Predict the product of the given reaction. (1) The product is: [Cl:1][C:2]1[CH:3]=[C:4]([CH2:5][C:10]#[N:11])[CH:7]=[CH:8][CH:9]=1. Given the reactants [Cl:1][C:2]1[CH:3]=[C:4]([CH:7]=[CH:8][CH:9]=1)[CH2:5]Br.[C-:10]#[N:11].[Na+], predict the reaction product. (2) Given the reactants [Cl:1][CH:2]1[NH:7][NH:6][CH:5]([NH2:8])[CH2:4][CH2:3]1.Br[CH2:10][CH:11](OC)OC.Br, predict the reaction product. The product is: [Cl:1][C:2]1[CH:3]=[CH:4][C:5]2[N:6]([CH:10]=[CH:11][N:8]=2)[N:7]=1. (3) Given the reactants [F:1][C:2]([F:42])([F:41])[C:3]1[CH:4]=[C:5]([CH:34]=[C:35]([C:37]([F:40])([F:39])[F:38])[CH:36]=1)[CH2:6][C:7]1[C:12]([CH2:13][CH2:14][C:15]([O:17][CH3:18])=[O:16])=[CH:11][N:10]=[C:9]([NH:19][C@@H:20]2[C:29]3[C:24](=[CH:25][CH:26]=[C:27]([O:30][CH3:31])[N:28]=3)[NH:23][C@H:22]([CH2:32][CH3:33])[CH2:21]2)[N:8]=1.C(N([CH2:48][CH3:49])CC)C.ClC(Cl)([O:53][C:54](=O)[O:55]C(Cl)(Cl)Cl)Cl.[OH2:62], predict the reaction product. The product is: [OH:62][CH2:48][CH2:49][O:55][C:54]([N:23]1[C:24]2[C:29](=[N:28][C:27]([O:30][CH3:31])=[CH:26][CH:25]=2)[C@@H:20]([NH:19][C:9]2[N:8]=[C:7]([CH2:6][C:5]3[CH:34]=[C:35]([C:37]([F:39])([F:38])[F:40])[CH:36]=[C:3]([C:2]([F:1])([F:41])[F:42])[CH:4]=3)[C:12]([CH2:13][CH2:14][C:15]([O:17][CH3:18])=[O:16])=[CH:11][N:10]=2)[CH2:21][C@H:22]1[CH2:32][CH3:33])=[O:53].